This data is from Reaction yield outcomes from USPTO patents with 853,638 reactions. The task is: Predict the reaction yield, written as a fraction of the theoretical maximum amount of product (1.0 means a 100% yield; for example, 0.34 means a 34% yield). (1) The reactants are [NH:1]1[CH2:5][CH2:4][CH2:3][C:2]1=[O:6].CC([O-])(C)C.[K+].Br[CH2:14][C:15]1[CH:16]=[C:17]([C:21]2[CH:25]=[C:24]([CH2:26][CH:27]([CH3:29])[CH3:28])[S:23][C:22]=2[S:30]([NH:33][C:34]([CH3:37])([CH3:36])[CH3:35])(=[O:32])=[O:31])[CH:18]=[CH:19][CH:20]=1. The catalyst is CS(C)=O.C(Cl)Cl. The product is [N:1]1([CH2:14][C:15]2[CH:16]=[C:17]([C:21]3[CH:25]=[C:24]([CH2:26][CH:27]([CH3:29])[CH3:28])[S:23][C:22]=3[S:30]([NH:33][C:34]([CH3:36])([CH3:35])[CH3:37])(=[O:31])=[O:32])[CH:18]=[CH:19][CH:20]=2)[CH2:5][CH2:4][CH2:3][C:2]1=[O:6]. The yield is 0.770. (2) The reactants are Cl[CH2:2][C@@H:3]1[O:12][CH2:11][C@@H:6]2[CH2:7][O:8][CH2:9][CH2:10][N:5]2[CH2:4]1.[C:13]([O-:16])(=[O:15])[CH3:14].[K+]. The catalyst is CN(C=O)C. The product is [C:13]([O:16][CH2:2][CH:3]1[O:12][CH2:11][CH:6]2[CH2:7][O:8][CH2:9][CH2:10][N:5]2[CH2:4]1)(=[O:15])[CH3:14]. The yield is 0.420. (3) The reactants are Br[C:2]1[N:3]=[C:4]([C:9]2[O:10][C:11]([C:14]([CH3:17])([CH3:16])[CH3:15])=[N:12][N:13]=2)[C:5]([NH2:8])=[N:6][CH:7]=1.C1(P(C2CCCCC2)C2C=CC=CC=2C2C(C(C)C)=CC(C(C)C)=CC=2C(C)C)CCCCC1.[C:52]([Zn]C#N)#[N:53]. The catalyst is CC(N(C)C)=O.C1C=CC(/C=C/C(/C=C/C2C=CC=CC=2)=O)=CC=1.C1C=CC(/C=C/C(/C=C/C2C=CC=CC=2)=O)=CC=1.C1C=CC(/C=C/C(/C=C/C2C=CC=CC=2)=O)=CC=1.[Pd].[Pd].[Zn]. The product is [NH2:8][C:5]1[N:6]=[CH:7][C:2]([C:52]#[N:53])=[N:3][C:4]=1[C:9]1[O:10][C:11]([C:14]([CH3:17])([CH3:16])[CH3:15])=[N:12][N:13]=1. The yield is 0.950. (4) The reactants are [C:1]([O:5][C:6]([NH:8][C:9]1[S:10][CH:11]=[C:12](/[C:14](=[N:38]/[O:39][C:40]([CH3:49])([CH3:48])[C:41]([O:43][C:44]([CH3:47])([CH3:46])[CH3:45])=[O:42])/[C:15]([NH:17][C@@H:18]2[C:21](=[O:22])[NH:20][C@@H:19]2[CH2:23][NH:24][CH2:25][C@H:26]([OH:37])[CH2:27][O:28][CH2:29][O:30][CH2:31][CH2:32][Si:33]([CH3:36])([CH3:35])[CH3:34])=[O:16])[N:13]=1)=[O:7])([CH3:4])([CH3:3])[CH3:2].C1N=CN([C:55](N2C=NC=C2)=[O:56])C=1. The catalyst is C(Cl)Cl. The product is [C:1]([O:5][C:6]([NH:8][C:9]1[S:10][CH:11]=[C:12](/[C:14](=[N:38]/[O:39][C:40]([CH3:49])([CH3:48])[C:41]([O:43][C:44]([CH3:47])([CH3:46])[CH3:45])=[O:42])/[C:15](=[O:16])[NH:17][C@H:18]2[C@@H:19]([CH2:23][N:24]3[CH2:25][C@@H:26]([CH2:27][O:28][CH2:29][O:30][CH2:31][CH2:32][Si:33]([CH3:34])([CH3:36])[CH3:35])[O:37][C:55]3=[O:56])[NH:20][C:21]2=[O:22])[N:13]=1)=[O:7])([CH3:4])([CH3:3])[CH3:2]. The yield is 0.810. (5) The yield is 0.564. The product is [Br:1][C:2]1[N:7]=[C:6](/[C:8](=[N:27]\[S@@:25]([C:22]([CH3:24])([CH3:23])[CH3:21])=[O:26])/[CH:9]([F:11])[F:10])[C:5]([F:13])=[C:4]([Si:14]([CH2:19][CH3:20])([CH2:17][CH3:18])[CH2:15][CH3:16])[CH:3]=1. The reactants are [Br:1][C:2]1[N:7]=[C:6]([C:8](=O)[CH:9]([F:11])[F:10])[C:5]([F:13])=[C:4]([Si:14]([CH2:19][CH3:20])([CH2:17][CH3:18])[CH2:15][CH3:16])[CH:3]=1.[CH3:21][C:22]([S@:25]([NH2:27])=[O:26])([CH3:24])[CH3:23]. The catalyst is C1COCC1.C(O[Ti](OCC)(OCC)OCC)C. (6) The reactants are [NH2:1][C:2]1[C:3]([C:7](SC)=[N:8][C:9]2[CH:14]=[CH:13][C:12]([F:15])=[C:11]([Br:16])[CH:10]=2)=[N:4][S:5][N:6]=1.Cl.[NH2:20][OH:21].C(N(CC)C(C)C)(C)C. The catalyst is C(O)C. The product is [NH2:1][C:2]1[C:3]([C:7](=[N:20][OH:21])[NH:8][C:9]2[CH:14]=[CH:13][C:12]([F:15])=[C:11]([Br:16])[CH:10]=2)=[N:4][S:5][N:6]=1. The yield is 0.780.